Dataset: Reaction yield outcomes from USPTO patents with 853,638 reactions. Task: Predict the reaction yield, written as a fraction of the theoretical maximum amount of product (1.0 means a 100% yield; for example, 0.34 means a 34% yield). (1) The reactants are [NH2:1][C@@H:2]([CH2:30][C:31]1[CH:36]=[C:35]([F:37])[CH:34]=[C:33]([F:38])[CH:32]=1)[C@@H:3]([C@H:5]1[CH2:9][C@H:8]([O:10][C:11]2[CH:16]=[CH:15][CH:14]=[CH:13][N:12]=2)[CH2:7][N:6]1C(C1C=CC=CC=1)C1C=CC=CC=1)[OH:4].N[C@@H](CC1C=C(F)C=C(F)C=1)[C@@H]([C@H]1C[C@@H](OC2C=CC=CN=2)CN1C(C1C=CC=CC=1)C1C=CC=CC=1)O.[C:77]([NH:80][C@:81]1([C@@H:130]([CH2:132][CH3:133])[CH3:131])[CH2:85][CH2:84][N:83]([C@@H:86]([CH2:121][CH2:122][C:123]2[CH:128]=[CH:127][CH:126]=[CH:125][CH:124]=2)[C:87](N[C@@H](CC2C=C(F)C=C(F)C=2)[C@@H]([C@H]2CCCCN2C(C2C=CC=CC=2)C2C=CC=CC=2)O)=[O:88])[C:82]1=[O:129])(=[O:79])[CH3:78].[Li+].[OH-]. The catalyst is CCO.O.CO.C(Cl)(Cl)Cl. The product is [C:77]([NH:80][C@:81]1([C@@H:130]([CH2:132][CH3:133])[CH3:131])[CH2:85][CH2:84][N:83]([C@@H:86]([CH2:121][CH2:122][C:123]2[CH:124]=[CH:125][CH:126]=[CH:127][CH:128]=2)[C:87]([NH:1][C@@H:2]([CH2:30][C:31]2[CH:32]=[C:33]([F:38])[CH:34]=[C:35]([F:37])[CH:36]=2)[C@H:3]([OH:4])[C@H:5]2[CH2:9][C@@H:8]([O:10][C:11]3[CH:16]=[CH:15][CH:14]=[CH:13][N:12]=3)[CH2:7][NH:6]2)=[O:88])[C:82]1=[O:129])(=[O:79])[CH3:78]. The yield is 0.930. (2) The reactants are [Cl:1][C:2]1[N:7]=[C:6](Cl)[C:5]([NH2:9])=[CH:4][N:3]=1.CC1(C)C(C)(C)OB([C:18]2[CH:23]=[CH:22][CH:21]=[CH:20][C:19]=2[NH2:24])O1.C([O-])([O-])=O.[Na+].[Na+]. The catalyst is C1(C)C=CC=CC=1.CCO. The product is [NH2:24][C:19]1[CH:20]=[CH:21][CH:22]=[CH:23][C:18]=1[C:6]1[C:5]([NH2:9])=[CH:4][N:3]=[C:2]([Cl:1])[N:7]=1. The yield is 0.480. (3) The reactants are [CH3:1][C:2]1([CH3:10])[CH:4]([C:5](Cl)=[O:6])[C:3]1([CH3:9])[CH3:8].Cl.[O:12]([NH2:14])[CH3:13].C(N(CC)CC)C. The catalyst is ClCCl. The product is [CH3:13][O:12][NH:14][C:5]([CH:4]1[C:2]([CH3:10])([CH3:1])[C:3]1([CH3:9])[CH3:8])=[O:6]. The yield is 0.750.